From a dataset of Catalyst prediction with 721,799 reactions and 888 catalyst types from USPTO. Predict which catalyst facilitates the given reaction. (1) The catalyst class is: 47. Reactant: [NH:1]1[CH2:6][CH2:5][CH2:4][CH2:3][CH2:2]1.C(=O)([O-])[O-].[K+].[K+].Br[CH2:14][CH2:15][C:16]#[CH:17]. Product: [CH2:17]([N:1]1[CH2:6][CH2:5][CH2:4][CH2:3][CH2:2]1)[CH2:16][C:15]#[CH:14]. (2) Reactant: Cl[C:2]1[CH:11]=[CH:10][CH:9]=[C:8]2[C:3]=1[C:4](=[O:29])[N:5]([C:13]1[CH:18]=[CH:17][C:16]([O:19][CH2:20][CH2:21][CH2:22][N:23]3[CH2:28][CH2:27][CH2:26][CH2:25][CH2:24]3)=[CH:15][CH:14]=1)[C:6]([CH3:12])=[N:7]2.[C:30]1(OB(O)O)[CH:35]=[CH:34][CH:33]=[CH:32][CH:31]=1.C(=O)([O-])[O-].[Cs+].[Cs+].C(P(C(C)(C)C)C(C)(C)C)(C)(C)C. Product: [CH3:12][C:6]1[N:5]([C:13]2[CH:14]=[CH:15][C:16]([O:19][CH2:20][CH2:21][CH2:22][N:23]3[CH2:24][CH2:25][CH2:26][CH2:27][CH2:28]3)=[CH:17][CH:18]=2)[C:4](=[O:29])[C:3]2[C:8](=[CH:9][CH:10]=[CH:11][C:2]=2[C:30]2[CH:35]=[CH:34][CH:33]=[CH:32][CH:31]=2)[N:7]=1. The catalyst class is: 488. (3) Reactant: [CH3:1][O:2][C:3]1[C:4]([O:30][CH2:31][C@H:32]2[CH2:36][CH2:35][CH2:34][N:33]2C(OC(C)(C)C)=O)=[CH:5][C:6]2[NH:12][C:11]3[CH:13]=[C:14]([C:17]4[CH:22]=[CH:21][C:20]([N+:23]([O-:25])=[O:24])=[C:19]([O:26][CH3:27])[CH:18]=4)[CH:15]=[CH:16][C:10]=3[C:9](=[O:28])[NH:8][C:7]=2[CH:29]=1.Cl.O1CCOCC1. Product: [CH3:1][O:2][C:3]1[C:4]([O:30][CH2:31][C@H:32]2[CH2:36][CH2:35][CH2:34][NH:33]2)=[CH:5][C:6]2[NH:12][C:11]3[CH:13]=[C:14]([C:17]4[CH:22]=[CH:21][C:20]([N+:23]([O-:25])=[O:24])=[C:19]([O:26][CH3:27])[CH:18]=4)[CH:15]=[CH:16][C:10]=3[C:9](=[O:28])[NH:8][C:7]=2[CH:29]=1. The catalyst class is: 5. (4) Reactant: [OH-].[Na+].Cl[CH2:4][CH:5]([OH:13])[CH2:6][C:7]1[CH:12]=[CH:11][CH:10]=[CH:9][CH:8]=1.S(O)(O)(=O)=O.[NH2:19][CH2:20][CH3:21].C1(C)C=CC=CC=1. Product: [CH2:6]([CH:5]1[O:13][CH2:21][CH2:20][NH:19][CH2:4]1)[C:7]1[CH:12]=[CH:11][CH:10]=[CH:9][CH:8]=1. The catalyst class is: 72. (5) The catalyst class is: 9. Product: [CH3:20][Si:19]([CH3:22])([CH3:21])[O:1][CH:2]1[CH2:3][CH2:4][CH:5]([C:8]([O:10][CH2:11][CH3:12])=[O:9])[CH2:6][CH2:7]1. Reactant: [OH:1][CH:2]1[CH2:7][CH2:6][CH:5]([C:8]([O:10][CH2:11][CH3:12])=[O:9])[CH2:4][CH2:3]1.N1C=CN=C1.Cl[Si:19]([CH3:22])([CH3:21])[CH3:20]. (6) Reactant: Br[C:2]1[CH:3]=[C:4]([N:8]([C:15]2[CH:20]=[CH:19][CH:18]=[CH:17][CH:16]=2)[C:9]2[CH:14]=[CH:13][CH:12]=[CH:11][CH:10]=2)[CH:5]=[CH:6][CH:7]=1.[Mg].II.[CH2:24](Br)[CH:25]=[CH2:26]. Product: [CH2:26]([C:2]1[CH:3]=[C:4]([N:8]([C:15]2[CH:20]=[CH:19][CH:18]=[CH:17][CH:16]=2)[C:9]2[CH:14]=[CH:13][CH:12]=[CH:11][CH:10]=2)[CH:5]=[CH:6][CH:7]=1)[CH:25]=[CH2:24]. The catalyst class is: 116. (7) Reactant: [CH:1]1([N:6]2[CH2:12][C:11]([F:14])([F:13])[C:10](=[O:15])[N:9]([CH3:16])[C:8]3[CH:17]=[N:18][C:19]([NH:21][C:22]4[CH:40]=[CH:39][C:25]([C:26]([NH:28][CH:29]5[CH2:32][N:31]([CH:33]6[CH2:38][CH2:37][NH:36][CH2:35][CH2:34]6)[CH2:30]5)=[O:27])=[CH:24][C:23]=4[O:41][CH3:42])=[N:20][C:7]2=3)[CH2:5][CH2:4][CH2:3][CH2:2]1.CC(O)=O.[CH:47]1([CH:50]=O)[CH2:49][CH2:48]1. Product: [CH:1]1([N:6]2[CH2:12][C:11]([F:13])([F:14])[C:10](=[O:15])[N:9]([CH3:16])[C:8]3[CH:17]=[N:18][C:19]([NH:21][C:22]4[CH:40]=[CH:39][C:25]([C:26]([NH:28][CH:29]5[CH2:30][N:31]([CH:33]6[CH2:38][CH2:37][N:36]([CH2:50][CH:47]7[CH2:49][CH2:48]7)[CH2:35][CH2:34]6)[CH2:32]5)=[O:27])=[CH:24][C:23]=4[O:41][CH3:42])=[N:20][C:7]2=3)[CH2:5][CH2:4][CH2:3][CH2:2]1. The catalyst class is: 5.